Dataset: Caco-2 cell permeability data measuring drug intestinal absorption for ~900 compounds. Task: Regression/Classification. Given a drug SMILES string, predict its absorption, distribution, metabolism, or excretion properties. Task type varies by dataset: regression for continuous measurements (e.g., permeability, clearance, half-life) or binary classification for categorical outcomes (e.g., BBB penetration, CYP inhibition). For this dataset (caco2_wang), we predict Y. (1) The molecule is O=C(O)CC(CC1CCN(C(=O)CCc2ccc3c(n2)NCCC3)CC1)C1CNc2ccccc2C1. The Y is -5.60 log Papp (cm/s). (2) The compound is C[C@@H]1O[C@@H](O[C@@H]2[C@@H](O)[C@H](OCCc3ccc(O)c(O)c3)O[C@H](CO[C@@H]3O[C@H](CO)[C@@H](O)[C@H](O)[C@H]3O)[C@H]2OC(=O)/C=C/c2ccc(O)c(O)c2)[C@H](O)[C@H](O)[C@H]1O. The Y is -6.65 log Papp (cm/s). (3) The compound is CC[C@]1(O)C(=O)OCc2c1cc1n(c2=O)-c2cc3ccccc3nc2C1. The Y is -4.33 log Papp (cm/s). (4) The molecule is CC(C)S(=O)(=O)n1c(N)nc2ccc(/C(=C/C(N)=O)c3c(F)c(F)c(F)c(F)c3F)cc21. The Y is -4.20 log Papp (cm/s). (5) The compound is C[C@@]12C=CC(=O)C=C1CC[C@@H]1[C@@H]2[C@@H](O)C[C@@]2(C)[C@H]1CC[C@]2(O)C(=O)CO. The Y is -5.44 log Papp (cm/s). (6) The molecule is CC(C)NCC(O)COc1ccc(CCOCC2CC2)cc1. The Y is -4.32 log Papp (cm/s).